This data is from Peptide-MHC class I binding affinity with 185,985 pairs from IEDB/IMGT. The task is: Regression. Given a peptide amino acid sequence and an MHC pseudo amino acid sequence, predict their binding affinity value. This is MHC class I binding data. (1) The peptide sequence is KQLELFWVI. The MHC is HLA-B40:13 with pseudo-sequence HLA-B40:13. The binding affinity (normalized) is 0.851. (2) The peptide sequence is GLLEAGNSL. The MHC is HLA-A02:06 with pseudo-sequence HLA-A02:06. The binding affinity (normalized) is 0.936. (3) The peptide sequence is SLNFLGGTTV. The MHC is HLA-A02:02 with pseudo-sequence HLA-A02:02. The binding affinity (normalized) is 0.793. (4) The peptide sequence is YQATGFGTN. The MHC is HLA-A24:02 with pseudo-sequence HLA-A24:02. The binding affinity (normalized) is 0. (5) The peptide sequence is VPRPRFSAL. The MHC is HLA-B83:01 with pseudo-sequence HLA-B83:01. The binding affinity (normalized) is 0.569.